This data is from Catalyst prediction with 721,799 reactions and 888 catalyst types from USPTO. The task is: Predict which catalyst facilitates the given reaction. (1) Reactant: [Br:1][C:2]1[CH:6]=[N:5][N:4]([CH3:7])[C:3]=1[C:8]1[CH:9]=[C:10]([NH2:16])[CH:11]=[CH:12][C:13]=1[O:14][CH3:15].[Cl:17][C:18]1[CH:23]=[CH:22][C:21]([N:24]=[C:25]=[O:26])=[CH:20][C:19]=1[C:27]([F:30])([F:29])[F:28]. Product: [Br:1][C:2]1[CH:6]=[N:5][N:4]([CH3:7])[C:3]=1[C:8]1[CH:9]=[C:10]([NH:16][C:25]([NH:24][C:21]2[CH:22]=[CH:23][C:18]([Cl:17])=[C:19]([C:27]([F:29])([F:28])[F:30])[CH:20]=2)=[O:26])[CH:11]=[CH:12][C:13]=1[O:14][CH3:15]. The catalyst class is: 2. (2) Reactant: [C:1](N1C=CN=C1)(N1C=CN=C1)=[O:2].[NH2:13][C:14]1[N:18]([CH3:19])[C:17]2[CH:20]=[CH:21][CH:22]=[CH:23][C:16]=2[N:15]=1.CCN(C(C)C)C(C)C.[CH3:33][C:34]1[C:35]([CH2:40][N:41]([CH2:48][C:49]2[C:54]([CH3:55])=[CH:53][CH:52]=[CH:51][N:50]=2)[CH:42]2[CH2:47][CH2:46][NH:45][CH2:44][CH2:43]2)=[N:36][CH:37]=[CH:38][CH:39]=1. Product: [CH3:19][N:18]1[C:17]2[CH:20]=[CH:21][CH:22]=[CH:23][C:16]=2[N:15]=[C:14]1[NH:13][C:1]([N:45]1[CH2:46][CH2:47][CH:42]([N:41]([CH2:48][C:49]2[C:54]([CH3:55])=[CH:53][CH:52]=[CH:51][N:50]=2)[CH2:40][C:35]2[C:34]([CH3:33])=[CH:39][CH:38]=[CH:37][N:36]=2)[CH2:43][CH2:44]1)=[O:2]. The catalyst class is: 3. (3) Reactant: [C:1]([Cl:6])(=[O:5])[CH:2]([CH3:4])[CH3:3].[CH:7](=[O:11])[CH:8]([CH3:10])[CH3:9]. Product: [C:7]([O:5][CH:1]([Cl:6])[CH:2]([CH3:4])[CH3:3])(=[O:11])[CH:8]([CH3:10])[CH3:9]. The catalyst class is: 530. (4) Reactant: [CH2:1]([O:4][C:5]1[CH:10]=[C:9]([N+:11]([O-])=O)[CH:8]=[CH:7][C:6]=1[N:14]1[CH:18]=[N:17][C:16]([CH3:19])=[N:15]1)[CH:2]=[CH2:3].CO.[Cl-].[NH4+]. Product: [CH2:1]([O:4][C:5]1[CH:10]=[C:9]([CH:8]=[CH:7][C:6]=1[N:14]1[CH:18]=[N:17][C:16]([CH3:19])=[N:15]1)[NH2:11])[CH:2]=[CH2:3]. The catalyst class is: 150. (5) Reactant: [CH3:1][O:2][C:3]1[CH:42]=[C:41]([O:43][CH3:44])[CH:40]=[CH:39][C:4]=1[CH2:5][NH:6][C:7]1[N:15]=[CH:14][N:13]=[C:12]2[C:8]=1[N:9]=[CH:10][N:11]2[C@H:16]1[C@@H:20]2[O:21][C:22]([CH3:25])([CH3:24])[O:23][C@@H:19]2[C@@H:18]([CH2:26][NH:27][CH:28]2[CH2:31][CH:30]([CH2:32][CH2:33][C:34]([O:36][CH2:37][CH3:38])=[O:35])[CH2:29]2)[CH2:17]1.C(#N)C.[CH:48](I)([CH3:50])[CH3:49]. Product: [CH3:1][O:2][C:3]1[CH:42]=[C:41]([O:43][CH3:44])[CH:40]=[CH:39][C:4]=1[CH2:5][NH:6][C:7]1[N:15]=[CH:14][N:13]=[C:12]2[C:8]=1[N:9]=[CH:10][N:11]2[C@H:16]1[C@@H:20]2[O:21][C:22]([CH3:25])([CH3:24])[O:23][C@@H:19]2[C@@H:18]([CH2:26][N:27]([CH:48]([CH3:50])[CH3:49])[CH:28]2[CH2:29][CH:30]([CH2:32][CH2:33][C:34]([O:36][CH2:37][CH3:38])=[O:35])[CH2:31]2)[CH2:17]1. The catalyst class is: 66. (6) Reactant: [Br-].[Br-].[CH2:3]([N+:5]1([CH2:11][CH2:12][O:13][CH2:14][CH2:15][O:16][CH2:17][CH2:18][CH:19]2[O:24][CH2:23][CH2:22][NH+:21]([CH2:25][CH3:26])[CH2:20]2)[CH2:10][CH2:9][O:8][CH2:7][CH2:6]1)[CH3:4].[Li+].[F:28][P-:29]([F:34])([F:33])([F:32])([F:31])[F:30]. Product: [F:28][P-:29]([F:34])([F:33])([F:32])([F:31])[F:30].[CH2:3]([N+:5]1([CH2:11][CH2:12][O:13][CH2:14][CH2:15][O:16][CH2:17][CH2:18][CH:19]2[O:24][CH2:23][CH2:22][NH+:21]([CH2:25][CH3:26])[CH2:20]2)[CH2:6][CH2:7][O:8][CH2:9][CH2:10]1)[CH3:4].[F:28][P-:29]([F:34])([F:33])([F:32])([F:31])[F:30]. The catalyst class is: 6. (7) Product: [CH2:10]([C@H:17]1[N:22]([C:23]([C:25]2[N:26]=[CH:27][N:28]([CH:36]3[CH2:43][CH2:42][CH2:41][CH2:40][C:37]3([OH:39])[CH2:38][O:9][CH2:8][C:4]3([CH3:3])[CH2:7][O:6][CH2:5]3)[C:29]=2[C:30]2[CH:35]=[CH:34][CH:33]=[CH:32][CH:31]=2)=[O:24])[CH2:21][CH2:20][N:19]([C:44]([O:46][C:47]([CH3:50])([CH3:49])[CH3:48])=[O:45])[CH2:18]1)[C:11]1[CH:16]=[CH:15][CH:14]=[CH:13][CH:12]=1. The catalyst class is: 3. Reactant: [H-].[Na+].[CH3:3][C:4]1([CH2:8][OH:9])[CH2:7][O:6][CH2:5]1.[CH2:10]([C@H:17]1[N:22]([C:23]([C:25]2[N:26]=[CH:27][N:28]([CH:36]3[CH2:43][CH2:42][CH2:41][CH2:40][C:37]43[O:39][CH2:38]4)[C:29]=2[C:30]2[CH:35]=[CH:34][CH:33]=[CH:32][CH:31]=2)=[O:24])[CH2:21][CH2:20][N:19]([C:44]([O:46][C:47]([CH3:50])([CH3:49])[CH3:48])=[O:45])[CH2:18]1)[C:11]1[CH:16]=[CH:15][CH:14]=[CH:13][CH:12]=1.C(=O)(O)[O-].[Na+].